From a dataset of NCI-60 drug combinations with 297,098 pairs across 59 cell lines. Regression. Given two drug SMILES strings and cell line genomic features, predict the synergy score measuring deviation from expected non-interaction effect. Drug 1: CN1C(=O)N2C=NC(=C2N=N1)C(=O)N. Drug 2: CC1=C(C=C(C=C1)NC(=O)C2=CC=C(C=C2)CN3CCN(CC3)C)NC4=NC=CC(=N4)C5=CN=CC=C5. Cell line: HS 578T. Synergy scores: CSS=9.90, Synergy_ZIP=-1.31, Synergy_Bliss=5.72, Synergy_Loewe=5.23, Synergy_HSA=4.95.